This data is from Reaction yield outcomes from USPTO patents with 853,638 reactions. The task is: Predict the reaction yield, written as a fraction of the theoretical maximum amount of product (1.0 means a 100% yield; for example, 0.34 means a 34% yield). (1) The reactants are [CH3:1][C:2]1([CH3:22])[CH2:7][O:6][C:5]2([CH2:21][CH2:20][CH2:19][C:11]3=[N:12][CH:13]=[C:14]([N+:16]([O-])=O)[CH:15]=[C:10]3[CH2:9][CH2:8]2)[O:4][CH2:3]1. The catalyst is C(O)C.C1COCC1.[Pd]. The product is [CH3:1][C:2]1([CH3:22])[CH2:7][O:6][C:5]2([CH2:21][CH2:20][CH2:19][C:11]3=[N:12][CH:13]=[C:14]([NH2:16])[CH:15]=[C:10]3[CH2:9][CH2:8]2)[O:4][CH2:3]1. The yield is 1.00. (2) The reactants are [C:1]([C:3]1[CH:4]=[C:5]([S:26]([N:29](CC2C=CC(OC)=CC=2OC)[C:30]2[S:34][N:33]=[CH:32][N:31]=2)(=[O:28])=[O:27])[CH:6]=[CH:7][C:8]=1[O:9][C:10]1[CH:15]=[CH:14][C:13]([C:16]([F:19])([F:18])[F:17])=[CH:12][C:11]=1[C:20]1[CH:25]=[CH:24][N:23]=[N:22][CH:21]=1)#[N:2].FC(F)(F)C(O)=O. The catalyst is ClCCl. The product is [C:1]([C:3]1[CH:4]=[C:5]([S:26]([NH:29][C:30]2[S:34][N:33]=[CH:32][N:31]=2)(=[O:27])=[O:28])[CH:6]=[CH:7][C:8]=1[O:9][C:10]1[CH:15]=[CH:14][C:13]([C:16]([F:19])([F:17])[F:18])=[CH:12][C:11]=1[C:20]1[CH:25]=[CH:24][N:23]=[N:22][CH:21]=1)#[N:2]. The yield is 0.670. (3) The reactants are Br[C:2]1[CH:3]=[C:4]([CH3:12])[C:5]([CH3:11])=[C:6]([CH:10]=1)[C:7]([OH:9])=[O:8].[C:13]1(B(O)O)[CH:18]=[CH:17][CH:16]=[CH:15][CH:14]=1.C([O-])([O-])=O.[Na+].[Na+].CN(C=O)C. The catalyst is CCO.CCOC(C)=O.C1C=CC([P]([Pd]([P](C2C=CC=CC=2)(C2C=CC=CC=2)C2C=CC=CC=2)([P](C2C=CC=CC=2)(C2C=CC=CC=2)C2C=CC=CC=2)[P](C2C=CC=CC=2)(C2C=CC=CC=2)C2C=CC=CC=2)(C2C=CC=CC=2)C2C=CC=CC=2)=CC=1.O. The product is [CH3:11][C:5]1[C:4]([CH3:12])=[CH:3][C:2]([C:13]2[CH:18]=[CH:17][CH:16]=[CH:15][CH:14]=2)=[CH:10][C:6]=1[C:7]([OH:9])=[O:8]. The yield is 0.460. (4) The reactants are [CH3:1][C:2]1([CH3:12])[C:11]2[C:6](=[CH:7][CH:8]=[CH:9][CH:10]=2)[NH:5][CH2:4][CH2:3]1.[N+:13]([O-])([O-:15])=[O:14].[K+].C([O-])([O-])=O.[Na+].[Na+]. The catalyst is OS(O)(=O)=O. The product is [CH3:1][C:2]1([CH3:12])[C:11]2[C:6](=[CH:7][C:8]([N+:13]([O-:15])=[O:14])=[CH:9][CH:10]=2)[NH:5][CH2:4][CH2:3]1. The yield is 0.500. (5) The reactants are [Cl:1][C:2]1[CH:3]=[CH:4][C:5]([C:23]([NH2:25])=O)=[C:6]2[C:10]=1[N:9]=[C:8]1[N:11]([C:15]3[CH:20]=[CH:19][C:18]([Cl:21])=[CH:17][C:16]=3[Cl:22])[CH2:12][CH2:13][CH2:14][N:7]21.S(Cl)(Cl)=O.C(=O)([O-])O.[Na+]. The catalyst is CN(C)C=O. The product is [Cl:1][C:2]1[CH:3]=[CH:4][C:5]([C:23]#[N:25])=[C:6]2[C:10]=1[N:9]=[C:8]1[N:11]([C:15]3[CH:20]=[CH:19][C:18]([Cl:21])=[CH:17][C:16]=3[Cl:22])[CH2:12][CH2:13][CH2:14][N:7]21. The yield is 0.910. (6) The product is [I:1][C:2]1[CH:3]=[C:4]2[C:8](=[CH:9][CH:10]=1)[NH:7][C:6](=[O:11])[C:5]2=[N:12][NH:13][C:14]([C:16]1[CH:25]=[CH:24][C:19]([C:20]([OH:22])=[O:21])=[CH:18][CH:17]=1)=[O:15]. The reactants are [I:1][C:2]1[CH:3]=[C:4]2[C:8](=[CH:9][CH:10]=1)[NH:7][C:6](=[O:11])[C:5]2=[N:12][NH:13][C:14]([C:16]1[CH:25]=[CH:24][C:19]([C:20]([O:22]C)=[O:21])=[CH:18][CH:17]=1)=[O:15].[OH-].[Na+]. The yield is 0.750. The catalyst is C1COCC1.